From a dataset of Forward reaction prediction with 1.9M reactions from USPTO patents (1976-2016). Predict the product of the given reaction. (1) Given the reactants [CH:1]1[C:13]2[CH2:12][C:11]3[C:6](=[CH:7][CH:8]=[CH:9][CH:10]=3)[C:5]=2[CH:4]=[CH:3][CH:2]=1.[Br:14]N1C(=O)CCC1=O, predict the reaction product. The product is: [Br:14][C:1]1[C:13]2[CH2:12][C:11]3[C:6](=[CH:7][CH:8]=[CH:9][CH:10]=3)[C:5]=2[CH:4]=[CH:3][CH:2]=1. (2) Given the reactants [F:1][C:2]([F:37])([F:36])[C:3]1[CH:4]=[C:5]([C@H:13]([O:15][C@@H:16]2[C@@H:23]([C:24]3[CH:29]=[CH:28][C:27]([F:30])=[CH:26][CH:25]=3)[C@H:22]3[N:18]([C:19](=[O:35])[CH:20]([C:31]([O:33][CH3:34])=[O:32])[CH2:21]3)[CH2:17]2)[CH3:14])[CH:6]=[C:7]([C:9]([F:12])([F:11])[F:10])[CH:8]=1.[Li+].[CH3:39][Si]([N-][Si](C)(C)C)(C)C.IC, predict the reaction product. The product is: [F:37][C:2]([F:1])([F:36])[C:3]1[CH:4]=[C:5]([C@H:13]([O:15][C@@H:16]2[C@@H:23]([C:24]3[CH:29]=[CH:28][C:27]([F:30])=[CH:26][CH:25]=3)[C@H:22]3[N:18]([C:19](=[O:35])[C:20]([CH3:39])([C:31]([O:33][CH3:34])=[O:32])[CH2:21]3)[CH2:17]2)[CH3:14])[CH:6]=[C:7]([C:9]([F:12])([F:11])[F:10])[CH:8]=1. (3) Given the reactants [C-:1]#[N:2].[Na+].[CH:4]([C:7]1[CH:8]=[C:9]([C:13]2[CH:18]=[C:17]([CH2:19][CH2:20][CH3:21])[N:16]=[C:15](S(C)(=O)=O)[N:14]=2)[CH:10]=[CH:11][CH:12]=1)([CH3:6])[CH3:5], predict the reaction product. The product is: [CH:4]([C:7]1[CH:8]=[C:9]([C:13]2[CH:18]=[C:17]([CH2:19][CH2:20][CH3:21])[N:16]=[C:15]([C:1]#[N:2])[N:14]=2)[CH:10]=[CH:11][CH:12]=1)([CH3:6])[CH3:5]. (4) Given the reactants [Cl:1][C:2]1[C:7]([C:8]#[N:9])=[CH:6][N:5]=[C:4]2[NH:10][CH:11]=[C:12]([C:13](=[O:25])[C:14]3[C:19]([F:20])=[CH:18][CH:17]=[C:16]([N+:21]([O-])=O)[C:15]=3[F:24])[C:3]=12.[Sn](Cl)Cl.O1CCCC1.C(=O)(O)[O-].[Na+], predict the reaction product. The product is: [NH2:21][C:16]1[C:15]([F:24])=[C:14]([C:19]([F:20])=[CH:18][CH:17]=1)[C:13]([C:12]1[C:3]2[C:4](=[N:5][CH:6]=[C:7]([C:8]#[N:9])[C:2]=2[Cl:1])[NH:10][CH:11]=1)=[O:25]. (5) Given the reactants [C:1]([O:5][C:6]([N:8]1[CH2:14][CH2:13][CH2:12][N:11]([C:15]([C:17]2[CH:18]=[C:19]3[C:23](=[CH:24][CH:25]=2)[NH:22][C:21]([C:26]([OH:28])=O)=[CH:20]3)=[O:16])[CH2:10][CH2:9]1)=[O:7])([CH3:4])([CH3:3])[CH3:2].Cl.[CH3:30][S:31]([N:34]1[CH2:39][CH2:38][NH:37][CH2:36][CH2:35]1)(=[O:33])=[O:32], predict the reaction product. The product is: [C:1]([O:5][C:6]([N:8]1[CH2:14][CH2:13][CH2:12][N:11]([C:15]([C:17]2[CH:18]=[C:19]3[C:23](=[CH:24][CH:25]=2)[NH:22][C:21]([C:26]([N:37]2[CH2:38][CH2:39][N:34]([S:31]([CH3:30])(=[O:33])=[O:32])[CH2:35][CH2:36]2)=[O:28])=[CH:20]3)=[O:16])[CH2:10][CH2:9]1)=[O:7])([CH3:4])([CH3:2])[CH3:3]. (6) Given the reactants ClC1C=C([C:9](=[O:17])[CH2:10][C:11]2[CH:16]=[CH:15][CH:14]=[CH:13][CH:12]=2)C=C(Cl)C=1.Br[C:19]1[CH:24]=[C:23]([F:25])[CH:22]=[C:21]([F:26])[CH:20]=1, predict the reaction product. The product is: [F:26][C:21]1[CH:20]=[C:19]([C:9](=[O:17])[CH2:10][C:11]2[CH:16]=[CH:15][CH:14]=[CH:13][CH:12]=2)[CH:24]=[C:23]([F:25])[CH:22]=1.